From a dataset of Full USPTO retrosynthesis dataset with 1.9M reactions from patents (1976-2016). Predict the reactants needed to synthesize the given product. Given the product [C:41]([C:43]1[CH:44]=[CH:45][C:46]([N:49]=[C:50]2[N:29]([CH2:30][CH:31]([CH3:33])[CH3:32])[C@@H:26]([CH2:25][CH:24]([CH3:34])[CH3:23])[CH2:27][S:51]2)=[CH:47][CH:48]=1)#[N:42], predict the reactants needed to synthesize it. The reactants are: OC[C@@H](N)CC(C)C.COC(=O)[C@H](CC(C)C)N.OCCN.[CH3:23][CH:24]([CH3:34])[CH2:25][C@H:26]([NH:29][CH2:30][CH:31]([CH3:33])[CH3:32])[CH2:27]O.[Cl-].C([NH3+])C(C)C.[C:41]([C:43]1[CH:48]=[CH:47][C:46]([N:49]=[C:50]=[S:51])=[CH:45][CH:44]=1)#[N:42].